This data is from NCI-60 drug combinations with 297,098 pairs across 59 cell lines. The task is: Regression. Given two drug SMILES strings and cell line genomic features, predict the synergy score measuring deviation from expected non-interaction effect. Cell line: RXF 393. Drug 2: C1CN(CCN1C(=O)CCBr)C(=O)CCBr. Synergy scores: CSS=25.4, Synergy_ZIP=-9.10, Synergy_Bliss=-0.328, Synergy_Loewe=-20.2, Synergy_HSA=-1.01. Drug 1: C1=NC2=C(N1)C(=S)N=CN2.